Dataset: Peptide-MHC class I binding affinity with 185,985 pairs from IEDB/IMGT. Task: Regression. Given a peptide amino acid sequence and an MHC pseudo amino acid sequence, predict their binding affinity value. This is MHC class I binding data. (1) The peptide sequence is EMRFAYICT. The MHC is HLA-B46:01 with pseudo-sequence HLA-B46:01. The binding affinity (normalized) is 0.0847. (2) The peptide sequence is SLICGAALY. The MHC is HLA-B27:05 with pseudo-sequence HLA-B27:05. The binding affinity (normalized) is 0.0847. (3) The peptide sequence is VLYDEFVTI. The MHC is HLA-A11:01 with pseudo-sequence HLA-A11:01. The binding affinity (normalized) is 0.111.